This data is from Reaction yield outcomes from USPTO patents with 853,638 reactions. The task is: Predict the reaction yield, written as a fraction of the theoretical maximum amount of product (1.0 means a 100% yield; for example, 0.34 means a 34% yield). (1) The reactants are [CH3:1][O:2][C:3](=[O:13])[C:4]1[CH:9]=[C:8]([F:10])[CH:7]=[C:6]([C:11]#[N:12])[CH:5]=1.[C:14]([O:18][C:19](O[C:19]([O:18][C:14]([CH3:17])([CH3:16])[CH3:15])=[O:20])=[O:20])([CH3:17])([CH3:16])[CH3:15].[H][H]. The catalyst is C(OCC)(=O)C.[Pd]. The product is [CH3:1][O:2][C:3](=[O:13])[C:4]1[CH:9]=[C:8]([F:10])[CH:7]=[C:6]([CH2:11][NH:12][C:19]([O:18][C:14]([CH3:17])([CH3:16])[CH3:15])=[O:20])[CH:5]=1. The yield is 0.320. (2) The reactants are [CH3:1][C:2]1[N:38]=[C:5]2[N:6]([CH:33]([CH3:37])[C:34](=O)[CH3:35])[C:7](=[O:32])[C:8]([CH2:13][C:14]3[CH:19]=[CH:18][C:17]([C:20]4[CH:25]=[CH:24][CH:23]=[CH:22][C:21]=4[C:26]4[NH:30][C:29](=[O:31])[O:28][N:27]=4)=[CH:16][CH:15]=3)=[C:9]([CH2:10][CH2:11][CH3:12])[N:4]2[N:3]=1.Cl.[NH2:40][O:41][CH2:42][CH3:43].N1C=CC=CC=1.Cl. The catalyst is O.C(OCC)(=O)C. The product is [CH2:42]([O:41]/[N:40]=[C:34](\[CH3:35])/[CH:33]([N:6]1[C:7](=[O:32])[C:8]([CH2:13][C:14]2[CH:15]=[CH:16][C:17]([C:20]3[CH:25]=[CH:24][CH:23]=[CH:22][C:21]=3[C:26]3[NH:30][C:29](=[O:31])[O:28][N:27]=3)=[CH:18][CH:19]=2)=[C:9]([CH2:10][CH2:11][CH3:12])[N:4]2[N:3]=[C:2]([CH3:1])[N:38]=[C:5]12)[CH3:37])[CH3:43]. The yield is 0.660. (3) The reactants are [CH2:1]([CH:8]([CH2:13][Br:14])[CH2:9][C:10](O)=[O:11])[C:2]1[CH:7]=[CH:6][CH:5]=[CH:4][CH:3]=1.S(Cl)([Cl:17])=O. No catalyst specified. The product is [CH2:1]([CH:8]([CH2:13][Br:14])[CH2:9][C:10]([Cl:17])=[O:11])[C:2]1[CH:7]=[CH:6][CH:5]=[CH:4][CH:3]=1. The yield is 0.990.